Dataset: Forward reaction prediction with 1.9M reactions from USPTO patents (1976-2016). Task: Predict the product of the given reaction. (1) Given the reactants O=O.[CH2:3]([N:10]1[CH2:14][C:13]([C:15]2[CH:20]=[CH:19][C:18]([Cl:21])=[CH:17][CH:16]=2)=[C:12]([C:22]([OH:24])=[O:23])[CH2:11]1)[C:4]1[CH:9]=[CH:8][CH:7]=[CH:6][CH:5]=1.COC1C(C2C(OC)=CC=CC=2P(C2OC=CC=2)C2OC=CC=2)=C(P(C2OC=CC=2)C2OC=CC=2)C=CC=1.[H][H], predict the reaction product. The product is: [CH2:3]([N:10]1[CH2:14][C@@H:13]([C:15]2[CH:16]=[CH:17][C:18]([Cl:21])=[CH:19][CH:20]=2)[C@@H:12]([C:22]([OH:24])=[O:23])[CH2:11]1)[C:4]1[CH:5]=[CH:6][CH:7]=[CH:8][CH:9]=1. (2) Given the reactants [H-].[Al+3].[Li+].[H-].[H-].[H-].[Cl:7][C:8]1[CH:13]=[CH:12][C:11]([S:14]([NH:17][C@H:18]2[CH2:22][CH2:21][CH2:20][C@H:19]2[C:23](OCC)=[O:24])(=[O:16])=[O:15])=[CH:10][CH:9]=1, predict the reaction product. The product is: [Cl:7][C:8]1[CH:13]=[CH:12][C:11]([S:14]([NH:17][C@@H:18]2[CH2:22][CH2:21][CH2:20][C@@H:19]2[CH2:23][OH:24])(=[O:15])=[O:16])=[CH:10][CH:9]=1. (3) Given the reactants C[O:2][C:3](=O)[CH2:4][O:5][C:6]1[CH:21]=[CH:20][C:9]([C:10]([O:12][CH2:13][C:14]2[CH:19]=[CH:18][CH:17]=[CH:16][CH:15]=2)=[O:11])=[CH:8][CH:7]=1.O.[NH2:24][NH2:25], predict the reaction product. The product is: [NH:24]([C:3](=[O:2])[CH2:4][O:5][C:6]1[CH:21]=[CH:20][C:9]([C:10]([O:12][CH2:13][C:14]2[CH:19]=[CH:18][CH:17]=[CH:16][CH:15]=2)=[O:11])=[CH:8][CH:7]=1)[NH2:25].